This data is from Peptide-MHC class I binding affinity with 185,985 pairs from IEDB/IMGT. The task is: Regression. Given a peptide amino acid sequence and an MHC pseudo amino acid sequence, predict their binding affinity value. This is MHC class I binding data. (1) The peptide sequence is RVITAPPYY. The MHC is HLA-A68:02 with pseudo-sequence HLA-A68:02. The binding affinity (normalized) is 0.0847. (2) The peptide sequence is ISEKETLNEY. The MHC is HLA-A11:01 with pseudo-sequence HLA-A11:01. The binding affinity (normalized) is 0.260. (3) The peptide sequence is GPDIYKGVYQF. The MHC is H-2-Kb with pseudo-sequence H-2-Kb. The binding affinity (normalized) is 0.113. (4) The peptide sequence is LLCGALIAFL. The MHC is H-2-Kb with pseudo-sequence H-2-Kb. The binding affinity (normalized) is 0.